From a dataset of Full USPTO retrosynthesis dataset with 1.9M reactions from patents (1976-2016). Predict the reactants needed to synthesize the given product. (1) Given the product [Cl:20][C:18]1[C:17]([CH3:21])=[C:16]([C:22]2[CH:27]=[CH:26][C:25]([C:28]([NH2:30])=[O:29])=[C:24]([F:31])[CH:23]=2)[C:15]([O:32][CH3:33])=[C:14]([CH:12]([NH:11][C:2]2[N:10]=[CH:9][N:8]=[C:7]3[C:3]=2[N:4]=[CH:5][NH:6]3)[CH3:13])[CH:19]=1, predict the reactants needed to synthesize it. The reactants are: Br[C:2]1[N:10]=[CH:9][N:8]=[C:7]2[C:3]=1[N:4]=[CH:5][NH:6]2.[NH2:11][CH:12]([C:14]1[C:15]([O:32][CH3:33])=[C:16]([C:22]2[CH:27]=[CH:26][C:25]([C:28]([NH2:30])=[O:29])=[C:24]([F:31])[CH:23]=2)[C:17]([CH3:21])=[C:18]([Cl:20])[CH:19]=1)[CH3:13].C(N(CC)C(C)C)(C)C. (2) Given the product [OH:21][CH2:18][C:19]([NH:17][C:13]1[CH:14]=[CH:15][CH:16]=[C:11]([C:2]2[CH:3]=[N:4][C:5]3[C:10](=[CH:9][CH:8]=[CH:7][CH:6]=3)[N:1]=2)[CH:12]=1)=[O:20], predict the reactants needed to synthesize it. The reactants are: [N:1]1[C:10]2[C:5](=[CH:6][CH:7]=[CH:8][CH:9]=2)[N:4]=[CH:3][C:2]=1[C:11]1[CH:12]=[C:13]([NH2:17])[CH:14]=[CH:15][CH:16]=1.[C:18](O)(=[O:21])[CH2:19][OH:20].C(Cl)CCl.C1C=C2N=NN(O)C2=CC=1.O. (3) The reactants are: [CH2:1]1[C:14]2[C:13]3[CH:12]=[CH:11][CH:10]=[CH:9][C:8]=3[NH:7][C:6]=2[CH:5]2[CH2:15][CH2:16][N:2]1[CH2:3][CH2:4]2.Br[C:18]1[CH:23]=[CH:22][CH:21]=[C:20]([N:24]2[CH:28]=[CH:27][CH:26]=[N:25]2)[N:19]=1. Given the product [N:24]1([C:20]2[N:19]=[C:18]([N:7]3[C:8]4[CH:9]=[CH:10][CH:11]=[CH:12][C:13]=4[C:14]4[CH2:1][N:2]5[CH2:3][CH2:4][CH:5]([C:6]3=4)[CH2:15][CH2:16]5)[CH:23]=[CH:22][CH:21]=2)[CH:28]=[CH:27][CH:26]=[N:25]1, predict the reactants needed to synthesize it. (4) The reactants are: Cl[C:2]1[N:7]=[C:6]([N:8]([CH3:13])[S:9]([CH3:12])(=[O:11])=[O:10])[C:5]([Cl:14])=[C:4]([NH:15][C:16]2[CH:20]=[C:19]([O:21][CH:22]([CH3:24])[CH3:23])[NH:18][N:17]=2)[N:3]=1.ClC1C(NC2C=C(OC)NN=2)=NC([NH:32][C@H:33]([C:35]2[N:40]=[CH:39][C:38]([F:41])=[CH:37][N:36]=2)[CH3:34])=NC=1.C(N(C(C)C)C(C)C)C. Given the product [Cl:14][C:5]1[C:6]([N:8]([CH3:13])[S:9]([CH3:12])(=[O:11])=[O:10])=[N:7][C:2]([NH:32][C@H:33]([C:35]2[N:40]=[CH:39][C:38]([F:41])=[CH:37][N:36]=2)[CH3:34])=[N:3][C:4]=1[NH:15][C:16]1[CH:20]=[C:19]([O:21][CH:22]([CH3:24])[CH3:23])[NH:18][N:17]=1, predict the reactants needed to synthesize it. (5) Given the product [CH2:1]([C:5]1[CH:6]=[CH:7][C:8]([C:11]#[C:12][C:13]2[CH:33]=[CH:32][C:16]([CH2:17][N:18]([C:19]3[CH:31]=[CH:30][C:22]4[O:23][C:24]([CH3:28])([CH3:29])[O:25][C:26](=[O:27])[C:21]=4[CH:20]=3)[C:42](=[O:43])[CH2:41][CH2:40][CH:35]3[CH2:39][CH2:38][CH2:37][CH2:36]3)=[C:15]([F:34])[CH:14]=2)=[CH:9][CH:10]=1)[CH2:2][CH2:3][CH3:4], predict the reactants needed to synthesize it. The reactants are: [CH2:1]([C:5]1[CH:10]=[CH:9][C:8]([C:11]#[C:12][C:13]2[CH:33]=[CH:32][C:16]([CH2:17][NH:18][C:19]3[CH:31]=[CH:30][C:22]4[O:23][C:24]([CH3:29])([CH3:28])[O:25][C:26](=[O:27])[C:21]=4[CH:20]=3)=[C:15]([F:34])[CH:14]=2)=[CH:7][CH:6]=1)[CH2:2][CH2:3][CH3:4].[CH:35]1([CH2:40][CH2:41][C:42](Cl)=[O:43])[CH2:39][CH2:38][CH2:37][CH2:36]1.